From a dataset of Reaction yield outcomes from USPTO patents with 853,638 reactions. Predict the reaction yield, written as a fraction of the theoretical maximum amount of product (1.0 means a 100% yield; for example, 0.34 means a 34% yield). (1) The reactants are [N:1]1[C:10]2[C:5](=[CH:6][CH:7]=[CH:8][CH:9]=2)[CH:4]=[C:3]([CH:11]=O)[CH:2]=1.[NH2:13][C:14]1[CH:29]=[CH:28][CH:27]=[CH:26][C:15]=1[C:16]([NH:18][C:19]1[CH:24]=[CH:23][C:22]([Cl:25])=[CH:21][CH:20]=1)=[O:17]. The catalyst is CCO. The product is [Cl:25][C:22]1[CH:23]=[CH:24][C:19]([N:18]2[C:16](=[O:17])[C:15]3[C:14](=[CH:29][CH:28]=[CH:27][CH:26]=3)[N:13]=[C:11]2[C:3]2[CH:2]=[N:1][C:10]3[C:5]([CH:4]=2)=[CH:6][CH:7]=[CH:8][CH:9]=3)=[CH:20][CH:21]=1. The yield is 0.140. (2) The reactants are [C:1]1([C@H:7]2[C@H:16]3[CH2:17][CH2:18][N:19]([C:20]([C@H:22]4[CH2:27][CH2:26][CH2:25][CH2:24][C@H:23]4[NH:28][C:29]([C:31]4[CH:39]=[CH:38][CH:37]=[CH:36][C:32]=4[C:33]([OH:35])=O)=[O:30])=[O:21])[C@H:15]3[C:14]3[CH:13]=[CH:12][CH:11]=[CH:10][C:9]=3[NH:8]2)[CH:6]=[CH:5][CH:4]=[CH:3][CH:2]=1.C(N(CC)CC)C.CCOC(OC(OCC)=O)=O.O. The catalyst is CN(C=O)C. The product is [C:1]1([C@H:7]2[C@H:16]3[CH2:17][CH2:18][N:19]([C:20]([C@H:22]4[CH2:27][CH2:26][CH2:25][CH2:24][C@H:23]4[N:28]4[C:33](=[O:35])[C:32]5[C:31](=[CH:39][CH:38]=[CH:37][CH:36]=5)[C:29]4=[O:30])=[O:21])[C@H:15]3[C:14]3[CH:13]=[CH:12][CH:11]=[CH:10][C:9]=3[NH:8]2)[CH:2]=[CH:3][CH:4]=[CH:5][CH:6]=1. The yield is 0.710. (3) The reactants are [C:1]([C:3](=[C:9]([C:16]1[CH:21]=[CH:20][CH:19]=[CH:18][CH:17]=1)[C:10]1[CH:15]=[CH:14][CH:13]=[CH:12][CH:11]=1)[C:4]([O:6][CH2:7][CH3:8])=[O:5])#[N:2].C([O-])([O-])=O.[Na+].[Na+].[CH:28]1(O)[CH2:32]CC[CH2:29]1. No catalyst specified. The product is [C:1]([C:3](=[C:9]([C:16]1[CH:17]=[CH:18][CH:19]=[CH:20][CH:21]=1)[C:10]1[CH:11]=[CH:12][CH:13]=[CH:14][CH:15]=1)[C:4]([O:6][CH:7]1[CH2:32][CH2:28][CH2:29][CH2:8]1)=[O:5])#[N:2]. The yield is 0.820.